This data is from Full USPTO retrosynthesis dataset with 1.9M reactions from patents (1976-2016). The task is: Predict the reactants needed to synthesize the given product. (1) Given the product [Br:19][C:17]1[CH:16]=[CH:15][C:14]([O:20][CH3:21])=[C:13]([C:9]2([C:11]#[N:12])[CH2:8][CH2:7][C:6](=[O:22])[CH2:5][CH2:10]2)[CH:18]=1, predict the reactants needed to synthesize it. The reactants are: COC([CH:5]1[CH2:10][C:9]([C:13]2[CH:18]=[C:17]([Br:19])[CH:16]=[CH:15][C:14]=2[O:20][CH3:21])([C:11]#[N:12])[CH2:8][CH2:7][C:6]1=[O:22])=O. (2) Given the product [Cl:23][C:24]1[N:28]([CH3:29])[N:27]=[C:26]([CH:30]([F:31])[F:32])[C:25]=1[C:33]([NH:11][C:6]1[CH:7]=[CH:8][CH:9]=[C:10]2[C:5]=1[CH2:4][C:3]1([CH2:12][CH2:13][CH2:14][CH2:15]1)[CH:2]2[CH3:1])=[O:34], predict the reactants needed to synthesize it. The reactants are: [CH3:1][CH:2]1[C:10]2[CH:9]=[CH:8][CH:7]=[C:6]([NH2:11])[C:5]=2[CH2:4][C:3]21[CH2:15][CH2:14][CH2:13][CH2:12]2.C(N(CC)CC)C.[Cl:23][C:24]1[N:28]([CH3:29])[N:27]=[C:26]([CH:30]([F:32])[F:31])[C:25]=1[C:33](Cl)=[O:34]. (3) Given the product [N+:14]([C:9]1[CH:8]=[C:7]([P:10]([Cl:12])([Cl:13])=[O:11])[CH:6]=[CH:5][CH:4]=1)([O-:16])=[O:15], predict the reactants needed to synthesize it. The reactants are: [N+]([C:4]1[CH:9]=[CH:8][C:7]([P:10]([Cl:13])([Cl:12])=[O:11])=[CH:6][CH:5]=1)([O-])=O.[N+:14](C1C=C(P(=O)(O)O)C=CC=1)([O-:16])=[O:15]. (4) Given the product [CH3:1][O:2][C:3]1[CH:4]=[CH:5][C:6]([CH2:7][N:8]2[CH:12]=[CH:11][C:10]([NH2:13])=[N:9]2)=[CH:16][CH:17]=1, predict the reactants needed to synthesize it. The reactants are: [CH3:1][O:2][C:3]1[CH:17]=[CH:16][C:6]([CH2:7][N:8]2[CH:12]=[CH:11][C:10]([N+:13]([O-])=O)=[N:9]2)=[CH:5][CH:4]=1.